Dataset: TCR-epitope binding with 47,182 pairs between 192 epitopes and 23,139 TCRs. Task: Binary Classification. Given a T-cell receptor sequence (or CDR3 region) and an epitope sequence, predict whether binding occurs between them. The epitope is VLQAVGACV. The TCR CDR3 sequence is CASSYSASNTEAFF. Result: 0 (the TCR does not bind to the epitope).